Task: Predict the product of the given reaction.. Dataset: Forward reaction prediction with 1.9M reactions from USPTO patents (1976-2016) (1) Given the reactants N[C@@H:2]([CH3:5])[CH2:3][OH:4].[NH2:6][CH:7]1[CH2:12][CH2:11][O:10][CH2:9][CH2:8]1.Cl.[F:14][C:15]1[CH:16]=[C:17]([C@@H:23]([C:25]2[CH:26]=[N:27][N:28]([CH3:30])[CH:29]=2)[NH2:24])[CH:18]=[CH:19][C:20]=1OC.Cl.FC1C=[C:35]([C@@H:39]([C:41]2C=N[N:44]([CH3:46])[CH:45]=2)N)[CH:36]=[CH:37]C=1, predict the reaction product. The product is: [F:14][C:15]1[CH:16]=[C:17]([C@H:23]([NH:24][C:3]([C:2]2[CH:5]=[C:39]3[C:35](=[CH:36][CH:37]=2)[CH:46]=[N:44][C:45]([NH:6][CH:7]2[CH2:12][CH2:11][O:10][CH2:9][CH2:8]2)=[CH:41]3)=[O:4])[C:25]2[CH:26]=[N:27][N:28]([CH3:30])[CH:29]=2)[CH:18]=[CH:19][CH:20]=1. (2) Given the reactants C(O[C:4]([C@H:6]1[C@@H:11]([N:12]([CH2:33][C:34]2[CH:39]=[CH:38][C:37]([F:40])=[CH:36][CH:35]=2)[C:13](=[O:32])[CH2:14][C:15]2[NH:20][C:19]3[CH:21]=[CH:22][C:23]([NH:25][S:26]([CH3:29])(=[O:28])=[O:27])=[CH:24][C:18]=3[S:17](=[O:31])(=[O:30])[N:16]=2)[C@H:10]2[CH2:41][C@@H:7]1[CH2:8][CH2:9]2)=[O:5])C.[O-]CC.[Na+].Cl, predict the reaction product. The product is: [F:40][C:37]1[CH:38]=[CH:39][C:34]([CH2:33][N:12]2[C:13](=[O:32])[C:14]([C:15]3[NH:20][C:19]4[CH:21]=[CH:22][C:23]([NH:25][S:26]([CH3:29])(=[O:27])=[O:28])=[CH:24][C:18]=4[S:17](=[O:31])(=[O:30])[N:16]=3)=[C:4]([OH:5])[C@H:6]3[C@@H:11]2[C@H:10]2[CH2:41][C@@H:7]3[CH2:8][CH2:9]2)=[CH:35][CH:36]=1. (3) Given the reactants [C:1]([N:6]1[CH2:11][CH2:10][N:9]([C:12]([C:14]2[CH:15]=[C:16]([CH:19]=[CH:20][CH:21]=2)[CH:17]=O)=[O:13])[CH2:8][CH2:7]1)(=[O:5])[CH:2]([CH3:4])[CH3:3].[N:22]1[CH:27]=[CH:26][C:25](/[CH:28]=[N:29]/[C:30]2[CH:38]=[CH:37][CH:36]=C3C=2COC3=O)=[CH:24][CH:23]=1.[CH3:40][O-:41].[Na+].CO.[C:45]([O:49][CH2:50]C)(=[O:48])[CH2:46][CH3:47], predict the reaction product. The product is: [C:1]([N:6]1[CH2:11][CH2:10][N:9]([C:12]([C:14]2[CH:15]=[C:16]([CH:17]3[C:40](=[O:41])[C:47]4[C:46]([C:45]([O:49][CH3:50])=[O:48])=[CH:36][CH:37]=[CH:38][C:30]=4[NH:29][CH:28]3[C:25]3[CH:24]=[CH:23][N:22]=[CH:27][CH:26]=3)[CH:19]=[CH:20][CH:21]=2)=[O:13])[CH2:8][CH2:7]1)(=[O:5])[CH:2]([CH3:4])[CH3:3]. (4) The product is: [C:22]1([C:19]2[N:20]=[CH:21][C:16](/[CH:15]=[CH:14]/[CH2:13][OH:12])=[CH:17][N:18]=2)[CH:23]=[CH:24][CH:25]=[CH:26][CH:27]=1. Given the reactants [H-].C([Al+]CC(C)C)C(C)C.C[O:12][C:13](=O)/[CH:14]=[CH:15]/[C:16]1[CH:17]=[N:18][C:19]([C:22]2[CH:27]=[CH:26][CH:25]=[CH:24][CH:23]=2)=[N:20][CH:21]=1, predict the reaction product. (5) Given the reactants [C:1]1([C:7]2[C:16]3[C:11](=[CH:12][CH:13]=[CH:14][CH:15]=3)[N:10]=[CH:9][C:8]=2[CH:17]([N:19]2C(=O)C3C(=CC=CC=3)C2=O)[CH3:18])[CH:6]=[CH:5][CH:4]=[CH:3][CH:2]=1.O.NN, predict the reaction product. The product is: [C:1]1([C:7]2[C:16]3[C:11](=[CH:12][CH:13]=[CH:14][CH:15]=3)[N:10]=[CH:9][C:8]=2[CH:17]([NH2:19])[CH3:18])[CH:2]=[CH:3][CH:4]=[CH:5][CH:6]=1. (6) The product is: [CH2:27]([N:26]([CH3:25])[C:21]([C:20]1[CH:24]=[C:16]([N:14]2[CH2:15][C@@H:10]3[CH2:9][N:8]([C:6]([O:5][C:1]([CH3:3])([CH3:4])[CH3:2])=[O:7])[CH2:12][C@@H:11]3[CH2:13]2)[CH:17]=[N:18][CH:19]=1)=[O:23])[C:28]1[CH:33]=[CH:32][CH:31]=[CH:30][CH:29]=1. Given the reactants [C:1]([O:5][C:6]([N:8]1[CH2:12][C@H:11]2[CH2:13][N:14]([C:16]3[CH:17]=[N:18][CH:19]=[C:20]([CH:24]=3)[C:21]([OH:23])=O)[CH2:15][C@H:10]2[CH2:9]1)=[O:7])([CH3:4])([CH3:3])[CH3:2].[CH3:25][NH:26][CH2:27][C:28]1[CH:33]=[CH:32][CH:31]=[CH:30][CH:29]=1, predict the reaction product. (7) Given the reactants [Br:1][C:2]1[CH:3]=[C:4]2[C:9](=[C:10]([N+:12]([O-])=O)[CH:11]=1)[N:8]([C:15]([O:17]C)=O)[CH2:7][CH2:6][CH2:5]2.C(OCC)(=O)C, predict the reaction product. The product is: [Br:1][C:2]1[CH:3]=[C:4]2[C:9]3=[C:10]([NH:12][C:15](=[O:17])[N:8]3[CH2:7][CH2:6][CH2:5]2)[CH:11]=1. (8) Given the reactants [F:1][C:2]1[C:3]([C:17]([OH:19])=O)=[N:4][O:5][C:6]=1[C:7]1[CH:12]=[CH:11][C:10]([C:13]([F:16])([F:15])[F:14])=[CH:9][CH:8]=1.[NH2:20][C@@H:21]1[CH2:26][CH2:25][CH2:24][C@H:23]([OH:27])[CH2:22]1.O.ON1C2C=CC=CC=2N=N1.C(N(CC)CC)C.Cl.CN(C)CCCN=C=NCC, predict the reaction product. The product is: [F:1][C:2]1[C:3]([C:17]([NH:20][C@@H:21]2[CH2:26][CH2:25][CH2:24][C@H:23]([OH:27])[CH2:22]2)=[O:19])=[N:4][O:5][C:6]=1[C:7]1[CH:8]=[CH:9][C:10]([C:13]([F:14])([F:15])[F:16])=[CH:11][CH:12]=1.